From a dataset of Full USPTO retrosynthesis dataset with 1.9M reactions from patents (1976-2016). Predict the reactants needed to synthesize the given product. (1) Given the product [C:10]([C:9]1[CH:13]=[CH:14][C:6]([NH:5][C:3](=[O:4])[CH2:2][N:15]2[CH2:16][CH2:17][CH:18]([NH:21][C:22](=[O:28])[O:23][C:24]([CH3:26])([CH3:25])[CH3:27])[CH2:19][CH2:20]2)=[CH:7][CH:8]=1)(=[O:11])[NH2:12], predict the reactants needed to synthesize it. The reactants are: Cl[CH2:2][C:3]([NH:5][C:6]1[CH:14]=[CH:13][C:9]([C:10]([NH2:12])=[O:11])=[CH:8][CH:7]=1)=[O:4].[NH:15]1[CH2:20][CH2:19][CH:18]([NH:21][C:22](=[O:28])[O:23][C:24]([CH3:27])([CH3:26])[CH3:25])[CH2:17][CH2:16]1.C1CCN2C(=NCCC2)CC1. (2) Given the product [N:17]([C:14]1[CH:15]=[CH:16][C:11]([C:8]2[CH:7]=[CH:6][C:5]([S:2]([CH3:1])(=[O:4])=[O:3])=[CH:10][CH:9]=2)=[C:12]([C:18]([F:19])([F:20])[F:21])[CH:13]=1)=[C:27]=[S:28], predict the reactants needed to synthesize it. The reactants are: [CH3:1][S:2]([C:5]1[CH:10]=[CH:9][C:8]([C:11]2[CH:16]=[CH:15][C:14]([NH2:17])=[CH:13][C:12]=2[C:18]([F:21])([F:20])[F:19])=[CH:7][CH:6]=1)(=[O:4])=[O:3].N1([C:27](N2C=CN=C2)=[S:28])C=CN=C1. (3) Given the product [CH:1]1([CH2:4][CH2:5][C:6]2[CH:12]=[CH:11][C:10]([S:13]([CH3:16])(=[O:15])=[O:14])=[CH:9][C:7]=2[NH2:8])[CH2:3][CH2:2]1, predict the reactants needed to synthesize it. The reactants are: [CH:1]1([C:4]#[C:5][C:6]2[CH:12]=[CH:11][C:10]([S:13]([CH3:16])(=[O:15])=[O:14])=[CH:9][C:7]=2[NH2:8])[CH2:3][CH2:2]1. (4) Given the product [Br:2][C:3]1[C:4]([C@@H:9]([NH:19][C:30](=[O:31])[CH2:29][N:20]2[C:24]3[CH2:25][CH2:26][CH2:27][CH2:28][C:23]=3[N:22]=[CH:21]2)[CH2:10][C:11]2[CH:12]=[C:13]([F:18])[CH:14]=[C:15]([F:17])[CH:16]=2)=[N:5][CH:6]=[CH:7][CH:8]=1, predict the reactants needed to synthesize it. The reactants are: Cl.[Br:2][C:3]1[C:4]([C@@H:9]([NH2:19])[CH2:10][C:11]2[CH:16]=[C:15]([F:17])[CH:14]=[C:13]([F:18])[CH:12]=2)=[N:5][CH:6]=[CH:7][CH:8]=1.[N:20]1([CH2:29][C:30](O)=[O:31])[C:24]2[CH2:25][CH2:26][CH2:27][CH2:28][C:23]=2[N:22]=[CH:21]1. (5) Given the product [Cl:9][C:8]1[N:1]=[C:2]([Cl:3])[N:4]=[C:5]([O:19][CH2:20][C@H:21]2[CH2:23][C@H:22]2[C:24]#[N:25])[N:7]=1, predict the reactants needed to synthesize it. The reactants are: [N:1]1[C:8]([Cl:9])=[N:7][C:5](Cl)=[N:4][C:2]=1[Cl:3].CCN(C(C)C)C(C)C.[OH:19][CH2:20][C@H:21]1[CH2:23][C@H:22]1[C:24]#[N:25].CCOC(C)=O. (6) Given the product [Br:1][C:2]1[CH:3]=[C:4]2[C:9](=[CH:10][CH:11]=1)[O:8][C@@H:7]1[CH2:12][O:13][CH2:14][CH2:15][C@H:6]1[C:5]2=[O:16], predict the reactants needed to synthesize it. The reactants are: [Br:1][C:2]1[CH:3]=[C:4]2[C:9](=[CH:10][CH:11]=1)[O:8][CH:7]1[CH2:12][O:13][CH2:14][CH:15]=[C:6]1[C:5]2=[O:16]. (7) Given the product [CH3:1][CH:2]([CH3:10])[CH2:3][CH2:4][C:5]([C@@H:6]1[C@@H:21]([CH3:28])[C@@H:22]2[CH2:27][C@@H:7]1[CH:8]=[CH:23]2)=[O:41], predict the reactants needed to synthesize it. The reactants are: [CH3:1][CH:2]([CH3:10])[CH2:3][CH2:4][C:5](=O)[CH:6]=[CH:7][CH3:8].C1CC=CC=1.Cl(O)(=O)(=O)=O.[CH2:21]([C@@H:28]1N[C@H](C2OC(C)=CC=2)N(C)C1=O)[C:22]1[CH:27]=CC=C[CH:23]=1.[OH2:41].